The task is: Predict the reactants needed to synthesize the given product.. This data is from Full USPTO retrosynthesis dataset with 1.9M reactions from patents (1976-2016). (1) Given the product [F:22][C:19]1[CH:20]=[CH:21][C:16]([C:15]#[C:14][C:11]2[CH:12]=[CH:13][C:8]3[N:7]=[C:26]([C:28]4[CH:33]=[CH:32][N:31]=[C:30]([N:34]5[CH:38]=[CH:37][N:36]=[CH:35]5)[CH:29]=4)[CH2:25][C:24](=[O:39])[NH:23][C:9]=3[CH:10]=2)=[CH:17][CH:18]=1, predict the reactants needed to synthesize it. The reactants are: C(OC(=O)[NH:7][C:8]1[CH:13]=[CH:12][C:11]([C:14]#[C:15][C:16]2[CH:21]=[CH:20][C:19]([F:22])=[CH:18][CH:17]=2)=[CH:10][C:9]=1[NH:23][C:24](=[O:39])[CH2:25][C:26]([C:28]1[CH:33]=[CH:32][N:31]=[C:30]([N:34]2[CH:38]=[CH:37][N:36]=[CH:35]2)[CH:29]=1)=O)(C)(C)C.C(O)(C(F)(F)F)=O. (2) Given the product [O:7]1[C:6]2[CH:5]=[CH:4][CH:3]=[C:2]([C:14]3([OH:22])[C:13]4[C:17](=[CH:18][CH:19]=[CH:20][C:12]=4[Cl:11])[NH:16][C:15]3=[O:21])[C:10]=2[O:9][CH2:8]1, predict the reactants needed to synthesize it. The reactants are: Br[C:2]1[C:10]2[O:9][CH2:8][O:7][C:6]=2[CH:5]=[CH:4][CH:3]=1.[Cl:11][C:12]1[CH:20]=[CH:19][CH:18]=[C:17]2[C:13]=1[C:14](=[O:22])[C:15](=[O:21])[NH:16]2. (3) The reactants are: [BH4-].[Na+].[CH3:3][N:4]([CH3:30])[C:5]([C:7]1[N:12]=[C:11]2[C:13]([CH:17]=[O:18])=[C:14]([CH3:16])[NH:15][C:10]2=[C:9]([NH:19][CH2:20][C:21]2[C:26]([CH3:27])=[CH:25][CH:24]=[CH:23][C:22]=2[CH2:28][CH3:29])[CH:8]=1)=[O:6]. Given the product [CH3:30][N:4]([CH3:3])[C:5]([C:7]1[N:12]=[C:11]2[C:13]([CH2:17][OH:18])=[C:14]([CH3:16])[NH:15][C:10]2=[C:9]([NH:19][CH2:20][C:21]2[C:26]([CH3:27])=[CH:25][CH:24]=[CH:23][C:22]=2[CH2:28][CH3:29])[CH:8]=1)=[O:6], predict the reactants needed to synthesize it.